From a dataset of Reaction yield outcomes from USPTO patents with 853,638 reactions. Predict the reaction yield, written as a fraction of the theoretical maximum amount of product (1.0 means a 100% yield; for example, 0.34 means a 34% yield). (1) The reactants are [F:1][C:2]1[CH:18]=[CH:17][CH:16]=[C:15]([F:19])[C:3]=1[CH2:4][N:5]1[CH:9]=[C:8](C(N=[N+]=[N-])=O)[N:7]=[N:6]1.[CH2:20]([OH:27])[C:21]1[CH:26]=[CH:25][CH:24]=[CH:23][CH:22]=1.C[N:29]([CH:31]=[O:32])C. The catalyst is [Cl-].[Na+].O. The product is [CH2:20]([O:27][C:31](=[O:32])[NH:29][C:8]1[N:7]=[N:6][N:5]([CH2:4][C:3]2[C:15]([F:19])=[CH:16][CH:17]=[CH:18][C:2]=2[F:1])[CH:9]=1)[C:21]1[CH:26]=[CH:25][CH:24]=[CH:23][CH:22]=1. The yield is 0.870. (2) The reactants are [NH2:1][C:2](=[O:34])[CH:3]([CH2:10][C:11]1[CH:16]=[CH:15][C:14]([NH:17][C:18]2[C:19]3[CH2:33][CH2:32][CH2:31][C:20]=3[N:21]=[C:22]([C:24]3[CH:29]=[CH:28][CH:27]=[C:26]([Cl:30])[CH:25]=3)[N:23]=2)=[CH:13][CH:12]=1)[C:4](OC(C)C)=[O:5].[H-].[Al+3].[Li+].[H-].[H-].[H-]. The catalyst is C1COCC1. The product is [Cl:30][C:26]1[CH:25]=[C:24]([C:22]2[N:23]=[C:18]([NH:17][C:14]3[CH:13]=[CH:12][C:11]([CH2:10][CH:3]([CH2:4][OH:5])[C:2]([NH2:1])=[O:34])=[CH:16][CH:15]=3)[C:19]3[CH2:33][CH2:32][CH2:31][C:20]=3[N:21]=2)[CH:29]=[CH:28][CH:27]=1. The yield is 0.250.